Task: Predict the reactants needed to synthesize the given product.. Dataset: Full USPTO retrosynthesis dataset with 1.9M reactions from patents (1976-2016) (1) The reactants are: Br[C:2]1[CH:7]=[CH:6][N:5]=[C:4]([NH:8][C:9](=[O:11])[CH3:10])[CH:3]=1.[CH3:12][Si:13]([C:16]#[CH:17])([CH3:15])[CH3:14]. Given the product [CH3:12][Si:13]([C:16]#[C:17][C:2]1[CH:7]=[CH:6][N:5]=[C:4]([NH:8][C:9](=[O:11])[CH3:10])[CH:3]=1)([CH3:15])[CH3:14], predict the reactants needed to synthesize it. (2) Given the product [Cl:39][C:34]1[C:35]([C:37]#[N:38])=[N:36][C:31]([CH2:30][OH:29])=[CH:32][CH:33]=1, predict the reactants needed to synthesize it. The reactants are: [Si](OCC1N=C(C#N)C(C(F)(F)F)=CC=1)(C(C)(C)C)(C)C.[Si]([O:29][CH2:30][C:31]1[N:36]=[C:35]([C:37]#[N:38])[C:34]([Cl:39])=[CH:33][CH:32]=1)(C(C)(C)C)(C)C. (3) Given the product [CH2:20]([O:22][C:11]1[CH:12]=[CH:13][CH:14]=[C:9]([O:8][C:7]2[CH:16]=[CH:17][C:4]([CH2:2][CH3:3])=[CH:5][C:6]=2[O:18][CH3:19])[N:10]=1)[CH3:21], predict the reactants needed to synthesize it. The reactants are: [Na].[CH2:2]([C:4]1[CH:17]=[CH:16][C:7]([O:8][C:9]2[CH:14]=[CH:13][CH:12]=[C:11](F)[N:10]=2)=[C:6]([O:18][CH3:19])[CH:5]=1)[CH3:3].[CH2:20]([OH:22])[CH3:21]. (4) Given the product [CH3:12][O:11][C:10]1[CH:9]=[CH:8][C:5]([CH:6]=[C:16]([N+:13]([O-:15])=[O:14])[CH3:17])=[CH:4][C:3]=1[O:2][CH3:1], predict the reactants needed to synthesize it. The reactants are: [CH3:1][O:2][C:3]1[CH:4]=[C:5]([CH:8]=[CH:9][C:10]=1[O:11][CH3:12])[CH:6]=O.[N+:13]([CH2:16][CH3:17])([O-:15])=[O:14].Cl.CNC.[F-].[K+]. (5) Given the product [O:1]=[C:2]([O:14][CH2:25][CH2:15][CH2:20][CH2:19][CH2:18][CH2:17][CH3:16])[C@@H:3]([C@H:5]([C@H:7]([C@@H:9]([C:11]([O:13][CH2:25][CH2:15][CH2:16][CH2:17][CH2:18][CH2:19][CH3:20])=[O:12])[OH:10])[OH:8])[OH:6])[OH:4], predict the reactants needed to synthesize it. The reactants are: [O:1]=[C:2]([OH:14])[C@@H:3]([C@H:5]([C@H:7]([C@@H:9]([C:11]([OH:13])=[O:12])[OH:10])[OH:8])[OH:6])[OH:4].[C:15]1([CH3:25])[CH:20]=[CH:19][C:18](S(O)(=O)=O)=[CH:17][CH:16]=1. (6) Given the product [CH2:30]([N:27]1[C:28]2[CH:29]=[C:21]3[N:20]([CH2:36][O:37][CH2:38][CH2:39][Si:40]([CH3:43])([CH3:42])[CH3:41])[C:19]([C:6]4[C:5]5[C:9](=[CH:10][C:2]([B:44]6[O:48][C:47]([CH3:50])([CH3:49])[C:46]([CH3:52])([CH3:51])[O:45]6)=[CH:3][CH:4]=5)[N:8]([CH2:11][O:12][CH2:13][CH2:14][Si:15]([CH3:17])([CH3:18])[CH3:16])[N:7]=4)=[N:35][C:22]3=[CH:23][C:24]=2[C:25]([CH3:33])([CH3:34])[C:26]1=[O:32])[CH3:31], predict the reactants needed to synthesize it. The reactants are: Br[C:2]1[CH:10]=[C:9]2[C:5]([C:6]([C:19]3[N:20]([CH2:36][O:37][CH2:38][CH2:39][Si:40]([CH3:43])([CH3:42])[CH3:41])[C:21]4[C:22]([N:35]=3)=[CH:23][C:24]3[C:25]([CH3:34])([CH3:33])[C:26](=[O:32])[N:27]([CH2:30][CH3:31])[C:28]=3[CH:29]=4)=[N:7][N:8]2[CH2:11][O:12][CH2:13][CH2:14][Si:15]([CH3:18])([CH3:17])[CH3:16])=[CH:4][CH:3]=1.[B:44]1([B:44]2[O:48][C:47]([CH3:50])([CH3:49])[C:46]([CH3:52])([CH3:51])[O:45]2)[O:48][C:47]([CH3:50])([CH3:49])[C:46]([CH3:52])([CH3:51])[O:45]1.C([O-])(=O)C.[K+]. (7) Given the product [CH:1]1([CH2:6][C@H:7]([CH2:24][N:25]([CH:33]=[O:34])[OH:26])[C:8]([N:10]2[C@H:14]([C:15]([NH:17][C:18]3[N:23]=[CH:22][CH:21]=[CH:20][N:19]=3)=[O:16])[CH2:13][CH2:12][NH:11]2)=[O:9])[CH2:2][CH2:3][CH2:4][CH2:5]1, predict the reactants needed to synthesize it. The reactants are: [CH:1]1([CH2:6][C@H:7]([CH2:24][N:25]([CH:33]=[O:34])[O:26]C2CCCCO2)[C:8]([N:10]2[C@H:14]([C:15]([NH:17][C:18]3[N:23]=[CH:22][CH:21]=[CH:20][N:19]=3)=[O:16])[CH2:13][CH2:12][NH:11]2)=[O:9])[CH2:5][CH2:4][CH2:3][CH2:2]1.C(O)(=O)C. (8) Given the product [CH3:17][O:1][C:2]1[CH:11]=[CH:10][C:9]2[O:8][C:7](=[O:12])[CH:6]=[CH:5][C:4]=2[C:3]=1[C:13]([O:15][CH3:16])=[O:14], predict the reactants needed to synthesize it. The reactants are: [OH:1][C:2]1[CH:11]=[CH:10][C:9]2[O:8][C:7](=[O:12])[CH:6]=[CH:5][C:4]=2[C:3]=1[C:13]([O:15][CH3:16])=[O:14].[C:17](=O)([O-])[O-].[K+].[K+].CI.O.